Dataset: Full USPTO retrosynthesis dataset with 1.9M reactions from patents (1976-2016). Task: Predict the reactants needed to synthesize the given product. (1) Given the product [C:1]([O:5][C:6]([C:8]1[CH:12]=[C:11]([F:58])[S:10][C:9]=1[C:13]1[CH:18]=[CH:17][C:16]([C:19]2[CH:20]=[CH:21][C:22]([C:25]3([C:28]([O:30][CH2:31][CH3:32])=[O:29])[CH2:27][CH2:26]3)=[CH:23][CH:24]=2)=[C:15]([O:33][CH3:34])[CH:14]=1)=[O:7])([CH3:3])([CH3:4])[CH3:2], predict the reactants needed to synthesize it. The reactants are: [C:1]([O:5][C:6]([C:8]1[CH:12]=[CH:11][S:10][C:9]=1[C:13]1[CH:18]=[CH:17][C:16]([C:19]2[CH:24]=[CH:23][C:22]([C:25]3([C:28]([O:30][CH2:31][CH3:32])=[O:29])[CH2:27][CH2:26]3)=[CH:21][CH:20]=2)=[C:15]([O:33][CH3:34])[CH:14]=1)=[O:7])([CH3:4])([CH3:3])[CH3:2].C([N-]C(C)C)(C)C.[Li+].O1CCCC1.C1C=CC(S(N(S(C2C=CC=CC=2)(=O)=O)[F:58])(=O)=O)=CC=1.[Cl-].[NH4+]. (2) Given the product [CH2:2]([N:3]1[CH:4]=[C:5]2[CH2:10][N:9]([CH2:11][CH2:12][CH2:13][CH2:14][O:15][C:16]3[CH:25]=[C:24]4[C:19]([CH2:20][CH2:21][C:22](=[O:26])[NH:23]4)=[CH:18][CH:17]=3)[CH2:8][CH2:7][C:6]2=[N:1]1)[CH3:27], predict the reactants needed to synthesize it. The reactants are: [N:1]1[C:6]2[CH2:7][CH2:8][N:9]([CH2:11][CH2:12][CH2:13][CH2:14][O:15][C:16]3[CH:25]=[C:24]4[C:19]([CH2:20][CH2:21][C:22](=[O:26])[NH:23]4)=[CH:18][CH:17]=3)[CH2:10][C:5]=2[CH:4]=[N:3][CH:2]=1.[CH2:27](N1C=C2CNCCC2=N1)C. (3) Given the product [F:35][C:33]([F:34])([F:36])[CH2:32][N:18]1[C:17]([CH2:16][O:15][C:12]2[CH:13]=[C:14]3[C:9]([CH:8]=[CH:7][N:6]3[CH2:5][C:4]([OH:37])=[O:3])=[CH:10][CH:11]=2)=[CH:21][C:20]([C:22]2[CH:27]=[CH:26][C:25]([C:28]([F:30])([F:29])[F:31])=[CH:24][CH:23]=2)=[N:19]1, predict the reactants needed to synthesize it. The reactants are: C([O:3][C:4](=[O:37])[CH2:5][N:6]1[C:14]2[C:9](=[CH:10][CH:11]=[C:12]([O:15][CH2:16][C:17]3[N:18]([CH2:32][C:33]([F:36])([F:35])[F:34])[N:19]=[C:20]([C:22]4[CH:27]=[CH:26][C:25]([C:28]([F:31])([F:30])[F:29])=[CH:24][CH:23]=4)[CH:21]=3)[CH:13]=2)[CH:8]=[CH:7]1)C.[Li+].[OH-]. (4) Given the product [CH2:1]([N:8]1[CH2:13][CH2:12][C@@H:11]([C@H:14]([OH:16])[CH3:15])[C@H:10]([C:17]2[CH:22]=[CH:21][C:20]([Cl:23])=[CH:19][CH:18]=2)[CH2:9]1)[C:2]1[CH:3]=[CH:4][CH:5]=[CH:6][CH:7]=1, predict the reactants needed to synthesize it. The reactants are: [CH2:1]([N:8]1[CH2:13][CH2:12][CH:11]([CH:14]([OH:16])[CH3:15])[CH:10]([C:17]2[CH:22]=[CH:21][C:20]([Cl:23])=[CH:19][CH:18]=2)[CH2:9]1)[C:2]1[CH:7]=[CH:6][CH:5]=[CH:4][CH:3]=1.C(N1CC[C@@H](C(=O)C)[C@H](C2C=CC(Cl)=CC=2)C1)C1C=CC=CC=1.[H-].[H-].[H-].[H-].[Li+].[Al+3]. (5) Given the product [NH2:8][C:9]1[C:14]([C:15]#[N:16])=[C:13]([C:17]2[CH:18]=[CH:19][C:20]([O:21][CH2:22][C:23]([OH:25])=[O:24])=[CH:26][CH:27]=2)[C:12]([C:28]#[N:29])=[C:11]([S:30][CH2:32][C:33]([NH2:35])=[O:34])[N:10]=1, predict the reactants needed to synthesize it. The reactants are: C[NH+]1CCOCC1.[NH2:8][C:9]1[C:14]([C:15]#[N:16])=[C:13]([C:17]2[CH:27]=[CH:26][C:20]([O:21][CH2:22][C:23]([O-:25])=[O:24])=[CH:19][CH:18]=2)[C:12]([C:28]#[N:29])=[C:11]([SH:30])[N:10]=1.Br[CH2:32][C:33]([NH2:35])=[O:34].C([O-])(O)=O.[Na+]. (6) Given the product [C:26]([C:23]1[CH:24]=[CH:25][C:20]([N:17]2[C:16](=[O:32])[C:12]3([CH2:13][CH2:14][CH2:15]3)[N:11]([C:8]3[CH:7]=[CH:6][C:5]([CH2:4][C:3]([OH:33])=[O:2])=[CH:10][CH:9]=3)[C:18]2=[S:19])=[CH:21][C:22]=1[C:28]([F:30])([F:31])[F:29])#[N:27], predict the reactants needed to synthesize it. The reactants are: C[O:2][C:3](=[O:33])[CH2:4][C:5]1[CH:10]=[CH:9][C:8]([N:11]2[C:18](=[S:19])[N:17]([C:20]3[CH:25]=[CH:24][C:23]([C:26]#[N:27])=[C:22]([C:28]([F:31])([F:30])[F:29])[CH:21]=3)[C:16](=[O:32])[C:12]32[CH2:15][CH2:14][CH2:13]3)=[CH:7][CH:6]=1.[OH-].[Na+]. (7) Given the product [CH3:10][O:9][N:7]([CH3:8])[C:5](=[O:6])[C:4]1[CH:11]=[CH:12][N:13]=[C:2]([N:14]2[CH2:19][CH2:18][O:17][CH2:16][CH2:15]2)[CH:3]=1, predict the reactants needed to synthesize it. The reactants are: Cl[C:2]1[CH:3]=[C:4]([CH:11]=[CH:12][N:13]=1)[C:5]([N:7]([O:9][CH3:10])[CH3:8])=[O:6].[NH:14]1[CH2:19][CH2:18][O:17][CH2:16][CH2:15]1.CC(C)([O-])C.[Na+]. (8) Given the product [Br:8][C:9]1[CH:10]=[C:11]2[C:16](=[CH:17][CH:18]=1)[N:15]=[CH:14][C:13]([N+:19]([O-:21])=[O:20])=[C:12]2[NH:22][C:23]1[CH:28]=[CH:27][C:26]([N:5]2[CH2:6][CH2:7][N:2]([CH3:1])[CH2:3][CH2:4]2)=[CH:25][C:24]=1[Cl:30], predict the reactants needed to synthesize it. The reactants are: [CH3:1][N:2]1[CH2:7][CH2:6][NH:5][CH2:4][CH2:3]1.[Br:8][C:9]1[CH:10]=[C:11]2[C:16](=[CH:17][CH:18]=1)[N:15]=[CH:14][C:13]([N+:19]([O-:21])=[O:20])=[C:12]2[NH:22][C:23]1[CH:28]=[CH:27][C:26](F)=[CH:25][C:24]=1[Cl:30]. (9) Given the product [Cl:25][C:26]1[CH:27]=[C:28]([N:32]2[C:5]([C:7]3[C:12](=[O:13])[CH:11]=[CH:10][N:9]([C:14]4[CH:19]=[CH:18][CH:17]=[C:16]([S:20]([CH3:23])(=[O:22])=[O:21])[CH:15]=4)[N:8]=3)=[CH:4][CH:3]=[N:2]2)[CH:29]=[CH:30][CH:31]=1, predict the reactants needed to synthesize it. The reactants are: C[N:2](C)/[CH:3]=[CH:4]/[C:5]([C:7]1[C:12](=[O:13])[CH:11]=[CH:10][N:9]([C:14]2[CH:19]=[CH:18][CH:17]=[C:16]([S:20]([CH3:23])(=[O:22])=[O:21])[CH:15]=2)[N:8]=1)=O.[Cl:25][C:26]1[CH:27]=[C:28]([NH:32]N)[CH:29]=[CH:30][CH:31]=1. (10) The reactants are: [C:1]([O:4][CH:5]([CH3:9])[C:6](Cl)=[O:7])(=[O:3])[CH3:2].[C:10]1([N:15]2[CH2:19][CH2:18][CH2:17][CH2:16]2)[CH2:14][CH2:13][CH2:12][CH:11]=1.C(N(CC)CC)C. Given the product [C:1]([O:4][CH:5]([CH3:9])[C:6](=[O:7])[C:11]1[CH2:12][CH2:13][CH2:14][C:10]=1[N:15]1[CH2:19][CH2:18][CH2:17][CH2:16]1)(=[O:3])[CH3:2], predict the reactants needed to synthesize it.